Predict which catalyst facilitates the given reaction. From a dataset of Catalyst prediction with 721,799 reactions and 888 catalyst types from USPTO. (1) Reactant: [Si:1]([O:8][CH2:9][CH2:10][C:11]([C:15]1[CH:20]=[CH:19][CH:18]=[CH:17][CH:16]=1)([OH:14])[CH2:12]O)([C:4]([CH3:7])([CH3:6])[CH3:5])([CH3:3])[CH3:2].C1(C)C=CC(S(Cl)(=O)=O)=CC=1.[CH2:32]([CH2:34][NH2:35])[OH:33].CCN(CC)CC.[C:43](O[C:43]([O:45][C:46]([CH3:49])([CH3:48])[CH3:47])=[O:44])([O:45][C:46]([CH3:49])([CH3:48])[CH3:47])=[O:44]. Product: [Si:1]([O:8][CH2:9][CH2:10][C:11]([OH:14])([C:15]1[CH:16]=[CH:17][CH:18]=[CH:19][CH:20]=1)[CH2:12][N:35]([CH2:34][CH2:32][OH:33])[C:43](=[O:44])[O:45][C:46]([CH3:49])([CH3:48])[CH3:47])([C:4]([CH3:5])([CH3:6])[CH3:7])([CH3:2])[CH3:3]. The catalyst class is: 228. (2) Reactant: C(=[N:14][C:15]1[CH:20]=[C:19]([C:21]2[N:25]3[N:26]=[C:27]([N:30]4[CH2:35][CH2:34][N:33](C(OC(C)(C)C)=O)[CH2:32][CH2:31]4)[CH:28]=[CH:29][C:24]3=[N:23][C:22]=2[C:43]2[CH:48]=[CH:47][C:46]([F:49])=[CH:45][CH:44]=2)[CH:18]=[CH:17][N:16]=1)(C1C=CC=CC=1)C1C=CC=CC=1. Product: [F:49][C:46]1[CH:47]=[CH:48][C:43]([C:22]2[N:23]=[C:24]3[CH:29]=[CH:28][C:27]([N:30]4[CH2:31][CH2:32][NH:33][CH2:34][CH2:35]4)=[N:26][N:25]3[C:21]=2[C:19]2[CH:18]=[CH:17][N:16]=[C:15]([NH2:14])[CH:20]=2)=[CH:44][CH:45]=1. The catalyst class is: 33. (3) Reactant: Br[C:2]1[C:3]([N:27]2[CH2:32][CH2:31][CH2:30][CH2:29][CH2:28]2)=[N:4][C:5]([CH:8]([N:10]2[CH2:15][CH2:14][N:13]([S:16]([C:19]3[CH:24]=[CH:23][C:22]([O:25][CH3:26])=[CH:21][CH:20]=3)(=[O:18])=[O:17])[CH2:12][CH2:11]2)[CH3:9])=[N:6][CH:7]=1.[C:33]1(P([C:33]2[CH:38]=[CH:37][CH:36]=[CH:35][CH:34]=2)[C:33]2[CH:38]=[CH:37][CH:36]=[CH:35][CH:34]=2)[CH:38]=[CH:37][CH:36]=[CH:35][CH:34]=1.C([O-])([O-])=O.[K+].[K+]. Product: [CH3:26][O:25][C:22]1[CH:23]=[CH:24][C:19]([S:16]([N:13]2[CH2:14][CH2:15][N:10]([CH:8]([C:5]3[N:4]=[C:3]([N:27]4[CH2:32][CH2:31][CH2:30][CH2:29][CH2:28]4)[C:2]([C:33]4[CH:38]=[CH:37][CH:36]=[CH:35][CH:34]=4)=[CH:7][N:6]=3)[CH3:9])[CH2:11][CH2:12]2)(=[O:18])=[O:17])=[CH:20][CH:21]=1. The catalyst class is: 274. (4) Reactant: [F:1][C:2]1[CH:32]=[C:31]([N+:33]([O-])=O)[CH:30]=[CH:29][C:3]=1[O:4][C:5]1[CH:10]=[CH:9][N:8]=[C:7]2[CH:11]=[C:12]([C:14]3[CH:15]=[N:16][C:17](=[O:28])[N:18]([CH2:20][CH2:21][N:22]4[CH2:27][CH2:26][O:25][CH2:24][CH2:23]4)[CH:19]=3)[S:13][C:6]=12.[NH4+].[Cl-]. Product: [NH2:33][C:31]1[CH:30]=[CH:29][C:3]([O:4][C:5]2[CH:10]=[CH:9][N:8]=[C:7]3[CH:11]=[C:12]([C:14]4[CH:15]=[N:16][C:17](=[O:28])[N:18]([CH2:20][CH2:21][N:22]5[CH2:23][CH2:24][O:25][CH2:26][CH2:27]5)[CH:19]=4)[S:13][C:6]=23)=[C:2]([F:1])[CH:32]=1. The catalyst class is: 190. (5) Reactant: C([Li])CCC.[CH2:6]([O:13][C:14]1[CH:19]=[CH:18][C:17]([C:20]2[N:24]([CH:25]3[CH2:30][CH2:29][CH2:28][CH2:27][CH2:26]3)[N:23]=[C:22]([CH:31]=[C:32](Br)Br)[CH:21]=2)=[CH:16][CH:15]=1)[C:7]1[CH:12]=[CH:11][CH:10]=[CH:9][CH:8]=1. Product: [CH2:6]([O:13][C:14]1[CH:19]=[CH:18][C:17]([C:20]2[N:24]([CH:25]3[CH2:26][CH2:27][CH2:28][CH2:29][CH2:30]3)[N:23]=[C:22]([C:31]#[CH:32])[CH:21]=2)=[CH:16][CH:15]=1)[C:7]1[CH:8]=[CH:9][CH:10]=[CH:11][CH:12]=1. The catalyst class is: 1.